This data is from Reaction yield outcomes from USPTO patents with 853,638 reactions. The task is: Predict the reaction yield, written as a fraction of the theoretical maximum amount of product (1.0 means a 100% yield; for example, 0.34 means a 34% yield). The reactants are C1(C[N:8]2[CH2:17][CH2:16][N:15]3[C@@H:10]([CH2:11][O:12][CH2:13][CH2:14]3)[CH2:9]2)C=CC=CC=1.[ClH:18].[H][H]. The catalyst is [Pd].CO. The product is [ClH:18].[CH2:11]1[C@H:10]2[CH2:9][NH:8][CH2:17][CH2:16][N:15]2[CH2:14][CH2:13][O:12]1. The yield is 0.620.